From a dataset of Full USPTO retrosynthesis dataset with 1.9M reactions from patents (1976-2016). Predict the reactants needed to synthesize the given product. (1) Given the product [CH3:20][O:19][C:15]1[CH:14]=[C:13]([CH:18]=[CH:17][CH:16]=1)[CH2:12][CH2:11][N:9]([CH3:10])[C:7]([C:5]1[S:6][C:2]([C:21]2[CH:26]=[CH:25][CH:24]=[CH:23][CH:22]=2)=[CH:3][CH:4]=1)=[O:8], predict the reactants needed to synthesize it. The reactants are: Br[C:2]1[S:6][C:5]([C:7]([N:9]([CH2:11][CH2:12][C:13]2[CH:18]=[CH:17][CH:16]=[C:15]([O:19][CH3:20])[CH:14]=2)[CH3:10])=[O:8])=[CH:4][CH:3]=1.[C:21]1(B(O)O)[CH:26]=[CH:25][CH:24]=[CH:23][CH:22]=1. (2) Given the product [CH2:45]([O:8][C:9]1[C:13]([O:14][CH2:15][C:16]2[CH:21]=[CH:20][CH:19]=[CH:18][CH:17]=2)=[C:12]([C:22]([N:23]([CH3:24])[CH3:25])=[O:26])[N:11]([C:27]2[CH:28]=[CH:29][C:30]([O:33][CH3:34])=[CH:31][CH:32]=2)[C:10]=1[C:35]([NH:43][CH2:41][CH3:42])=[O:37])[C:44]1[CH:46]=[CH:35][CH:10]=[CH:9][CH:13]=1, predict the reactants needed to synthesize it. The reactants are: C([O:8][C:9]1[C:13]([O:14][CH2:15][C:16]2[CH:21]=[CH:20][CH:19]=[CH:18][CH:17]=2)=[C:12]([C:22](=[O:26])[N:23]([CH3:25])[CH3:24])[N:11]([C:27]2[CH:32]=[CH:31][C:30]([O:33][CH3:34])=[CH:29][CH:28]=2)[C:10]=1[C:35]([O:37]CC)=O)C1C=CC=CC=1.Cl.[CH2:41]([NH2:43])[CH3:42].[CH:44]([Mg]Cl)([CH3:46])[CH3:45]. (3) Given the product [Br:15][C:12]1[CH:13]=[CH:14][C:9]([CH2:8][CH2:7][CH2:6][C:17]#[N:18])=[CH:10][C:11]=1[I:16], predict the reactants needed to synthesize it. The reactants are: CS(O[CH2:6][CH2:7][CH2:8][C:9]1[CH:14]=[CH:13][C:12]([Br:15])=[C:11]([I:16])[CH:10]=1)(=O)=O.[C:17]([K])#[N:18].O.